Predict the reactants needed to synthesize the given product. From a dataset of Full USPTO retrosynthesis dataset with 1.9M reactions from patents (1976-2016). (1) Given the product [NH2:8][C:9]1[C:10]([C:14]([NH:16][C:17]2[CH:18]=[CH:19][CH:20]=[CH:21][CH:22]=2)=[O:15])=[CH:11][S:12][CH:13]=1, predict the reactants needed to synthesize it. The reactants are: C(OC([NH:8][C:9]1[C:10]([C:14]([NH:16][C:17]2[CH:22]=[CH:21][CH:20]=[CH:19][CH:18]=2)=[O:15])=[CH:11][S:12][CH:13]=1)=O)(C)(C)C.C(O)(C(F)(F)F)=O. (2) Given the product [F:28][C:29]1[CH:37]=[CH:36][C:32]([C:33]([NH:1][CH2:2][C:3]2[CH:12]=[CH:11][CH:10]=[C:9]3[C:4]=2[CH:5]=[CH:6][C:7]([NH:13][CH2:14][C:15]2[O:16][C:17]([CH3:20])=[CH:18][CH:19]=2)=[N:8]3)=[O:34])=[CH:31][CH:30]=1, predict the reactants needed to synthesize it. The reactants are: [NH2:1][CH2:2][C:3]1[CH:12]=[CH:11][CH:10]=[C:9]2[C:4]=1[CH:5]=[CH:6][C:7]([NH:13][CH2:14][C:15]1[O:16][C:17]([CH3:20])=[CH:18][CH:19]=1)=[N:8]2.C(N(CC)CC)C.[F:28][C:29]1[CH:37]=[CH:36][C:32]([C:33](Cl)=[O:34])=[CH:31][CH:30]=1. (3) The reactants are: [Cl:1][C:2]1[CH:3]=[C:4]([CH2:8][CH2:9][C:10]2[C:18]([O:19][CH3:20])=[CH:17][CH:16]=[CH:15][C:11]=2[C:12]([OH:14])=O)[CH:5]=[CH:6][CH:7]=1.O=S(Cl)Cl.[Al+3].[Cl-].[Cl-].[Cl-]. Given the product [Cl:1][C:2]1[CH:7]=[CH:6][C:5]2[C:12](=[O:14])[C:11]3[CH:15]=[CH:16][CH:17]=[C:18]([O:19][CH3:20])[C:10]=3[CH2:9][CH2:8][C:4]=2[CH:3]=1, predict the reactants needed to synthesize it. (4) Given the product [CH3:1][C:2]1[CH:3]([C:10]2[CH:15]=[CH:14][CH:13]=[CH:12][C:11]=2[CH2:16][NH:17][C:18]2[CH:23]=[CH:22][CH:21]=[CH:20][CH:19]=2)[C:4]([CH3:9])=[C:5]([CH3:8])[C:6]=1[CH3:7], predict the reactants needed to synthesize it. The reactants are: [CH3:1][C:2]1[CH:3]([C:10]2[CH:15]=[CH:14][CH:13]=[CH:12][C:11]=2[CH:16]=[N:17][C:18]2[CH:23]=[CH:22][CH:21]=[CH:20][CH:19]=2)[C:4]([CH3:9])=[C:5]([CH3:8])[C:6]=1[CH3:7].[BH4-].[Na+].O.C1(C)C=CC=CC=1. (5) Given the product [CH2:13]([C:5]1[C:4](=[O:14])[C:3]([CH2:2][OH:1])=[C:8]([CH3:9])[C:7](=[O:10])[C:6]=1[O:11][CH3:12])[CH3:15], predict the reactants needed to synthesize it. The reactants are: [OH:1][CH2:2][C:3]1[C:4](=[O:14])[C:5]([CH3:13])=[C:6]([O:11][CH3:12])[C:7](=[O:10])[C:8]=1[CH3:9].[CH2:15](C1C(OC)=CC(C)=C(CO)C=1O)C.[O]N(S(=O)([O-])=O)S(=O)([O-])=O.[K+].[K+].P([O-])([O-])([O-])=O.